This data is from Full USPTO retrosynthesis dataset with 1.9M reactions from patents (1976-2016). The task is: Predict the reactants needed to synthesize the given product. (1) Given the product [CH:1]([C:4]1[CH:5]=[CH:6][C:7]([CH:10]2[C:14]3[C:15]([CH3:29])=[C:16]([NH:21][C:22](=[O:28])[C:23](=[O:24])[C:30]([CH3:33])([CH3:32])[CH3:31])[C:17]([CH3:20])=[C:18]([CH3:19])[C:13]=3[O:12][CH2:11]2)=[CH:8][CH:9]=1)([CH3:2])[CH3:3], predict the reactants needed to synthesize it. The reactants are: [CH:1]([C:4]1[CH:9]=[CH:8][C:7]([CH:10]2[C:14]3[C:15]([CH3:29])=[C:16]([NH:21][C:22](=[O:28])[C:23](OCC)=[O:24])[C:17]([CH3:20])=[C:18]([CH3:19])[C:13]=3[O:12][CH2:11]2)=[CH:6][CH:5]=1)([CH3:3])[CH3:2].[C:30]([Mg]Cl)([CH3:33])([CH3:32])[CH3:31]. (2) Given the product [Cl:10][C:4]1[CH:3]=[C:2]([B:11]2[O:15][C:14]([CH3:17])([CH3:16])[C:13]([CH3:19])([CH3:18])[O:12]2)[CH:7]=[C:6]([F:8])[C:5]=1[OH:9], predict the reactants needed to synthesize it. The reactants are: Br[C:2]1[CH:7]=[C:6]([F:8])[C:5]([OH:9])=[C:4]([Cl:10])[CH:3]=1.[B:11]1([B:11]2[O:15][C:14]([CH3:17])([CH3:16])[C:13]([CH3:19])([CH3:18])[O:12]2)[O:15][C:14]([CH3:17])([CH3:16])[C:13]([CH3:19])([CH3:18])[O:12]1. (3) Given the product [C:5]1([NH:8][C:9]([NH:11][C:12]2[CH:17]=[CH:16][CH:15]=[C:14]([C:18]3[CH:23]=[CH:22][CH:21]=[C:20]([N:24]4[CH2:28][CH2:27][CH2:26][CH2:25]4)[N:19]=3)[CH:13]=2)=[O:10])[C:6]2[C:7](=[CH:38][CH:29]=[CH:30][CH:31]=2)[CH:2]=[CH:3][CH:4]=1, predict the reactants needed to synthesize it. The reactants are: Cl[C:2]1[CH:7]=[CH:6][C:5]([NH:8][C:9]([NH:11][C:12]2[CH:17]=[CH:16][CH:15]=[C:14]([C:18]3[CH:23]=[CH:22][CH:21]=[C:20]([N:24]4[CH2:28][CH2:27][CH2:26][CH2:25]4)[N:19]=3)[CH:13]=2)=[O:10])=[CH:4][CH:3]=1.[C:29]1(N)[C:38]2[C:29](=[CH:30][CH:31]=CC=2)[CH:38]=[CH:31][CH:30]=1.CCN(C(C)C)C(C)C. (4) Given the product [CH2:1]1[C:10]2[C:5](=[CH:6][CH:7]=[CH:8][CH:9]=2)[CH2:4][CH2:3][N:2]1[C:11](=[O:21])[CH2:12][CH2:13][C:14]1[CH:15]=[CH:16][C:17]([O:20][CH2:31][C:26]2[CH:27]=[CH:28][CH:29]=[CH:30][C:25]=2[C:24]([O:23][CH3:22])=[O:33])=[CH:18][CH:19]=1, predict the reactants needed to synthesize it. The reactants are: [CH2:1]1[C:10]2[C:5](=[CH:6][CH:7]=[CH:8][CH:9]=2)[CH2:4][CH2:3][N:2]1[C:11](=[O:21])[CH2:12][CH2:13][C:14]1[CH:19]=[CH:18][C:17]([OH:20])=[CH:16][CH:15]=1.[CH3:22][O:23][C:24](=[O:33])[C:25]1[CH:30]=[CH:29][CH:28]=[CH:27][C:26]=1[CH2:31]Br.C(=O)([O-])[O-].[K+].[K+]. (5) The reactants are: [NH2:1][C:2]1[N:7]=[C:6]([C:8]2[O:9][CH:10]=[CH:11][CH:12]=2)[C:5]([C:13]#[N:14])=[C:4](SC)[N:3]=1.[OH-:17].[Na+]. Given the product [NH2:1][C:2]1[NH:3][C:4](=[O:17])[C:5]([C:13]#[N:14])=[C:6]([C:8]2[O:9][CH:10]=[CH:11][CH:12]=2)[N:7]=1, predict the reactants needed to synthesize it. (6) The reactants are: C([N+](CCCC)(CCCC)CCCC)CCC.[P:18]([O:22][CH2:23][C@@H:24]1[C@@H:28]([O:29][P:30]([O:33][CH2:34][C@@H:35]2[C@@H:39]([OH:40])[C@@H:38]([OH:41])[C@H:37]([N:42]3[CH:50]=[N:49][C:48]4[C:43]3=[N:44][CH:45]=[N:46][C:47]=4[NH2:51])[O:36]2)([OH:32])=[O:31])[CH2:27][C@H:26]([N:52]2[CH:57]=[CH:56][C:55]([NH2:58])=[N:54][C:53]2=[O:59])[O:25]1)([OH:21])([OH:20])=[O:19].[N:60]([C:63]1[CH:103]=[CH:102][C:66]([CH2:67][O:68][C:69]([NH:71][C@@H:72]([CH2:95][S:96][S:97][C:98]([CH3:101])([CH3:100])[CH3:99])[C:73]([NH:75][CH2:76][CH2:77][CH2:78][CH2:79][C@H:80]([NH:87][C:88]([O:90][C:91]([CH3:94])([CH3:93])[CH3:92])=[O:89])[C:81](OCC#N)=[O:82])=[O:74])=[O:70])=[CH:65][CH:64]=1)=[N+:61]=[N-:62]. Given the product [N:60]([C:63]1[CH:64]=[CH:65][C:66]([CH2:67][O:68][C:69]([NH:71][C@@H:72]([CH2:95][S:96][S:97][C:98]([CH3:101])([CH3:100])[CH3:99])[C:73]([NH:75][CH2:76][CH2:77][CH2:78][CH2:79][C@@H:80]([NH:87][C:88]([O:90][C:91]([CH3:92])([CH3:93])[CH3:94])=[O:89])[C:81]([O:40][C@H:39]2[C@@H:38]([OH:41])[C@H:37]([N:42]3[CH:50]=[N:49][C:48]4[C:43]3=[N:44][CH:45]=[N:46][C:47]=4[NH2:51])[O:36][C@H:35]2[CH2:34][O:33][P:30]([O:29][C@H:28]2[CH2:27][C@H:26]([N:52]3[CH:57]=[CH:56][C:55]([NH2:58])=[N:54][C:53]3=[O:59])[O:25][C@@H:24]2[CH2:23][O:22][P:18]([OH:21])([OH:20])=[O:19])([OH:32])=[O:31])=[O:82])=[O:74])=[O:70])=[CH:102][CH:103]=1)=[N+:61]=[N-:62], predict the reactants needed to synthesize it. (7) The reactants are: [F:1][C:2]1[CH:7]=[CH:6][C:5]([C:8]2[O:9][C:10]3[CH:20]=[C:19]([N+:21]([O-:23])=[O:22])[C:18]([O:24]C(C)C)=[CH:17][C:11]=3[C:12]=2[C:13]([NH:15][CH3:16])=[O:14])=[CH:4][CH:3]=1.ClB(Cl)Cl. Given the product [F:1][C:2]1[CH:3]=[CH:4][C:5]([C:8]2[O:9][C:10]3[CH:20]=[C:19]([N+:21]([O-:23])=[O:22])[C:18]([OH:24])=[CH:17][C:11]=3[C:12]=2[C:13]([NH:15][CH3:16])=[O:14])=[CH:6][CH:7]=1, predict the reactants needed to synthesize it.